This data is from Full USPTO retrosynthesis dataset with 1.9M reactions from patents (1976-2016). The task is: Predict the reactants needed to synthesize the given product. (1) Given the product [Br:22][C:5]1[C:4]2=[CH:9][N:10]([C:12]3[C:17]([Cl:18])=[CH:16][CH:15]=[CH:14][C:13]=3[Cl:19])[N:11]=[C:3]2[C:2]([Br:1])=[CH:7][N:6]=1, predict the reactants needed to synthesize it. The reactants are: [Br:1][C:2]1[C:3]2[C:4](=[CH:9][N:10]([C:12]3[C:17]([Cl:18])=[CH:16][CH:15]=[CH:14][C:13]=3[Cl:19])[N:11]=2)[CH:5]=[N+:6]([O-])[CH:7]=1.P(Br)(Br)([Br:22])=O. (2) Given the product [Cl:32][C:27]1[CH:26]=[C:25]([CH2:24][CH2:23][CH2:22][C:19]2[CH:20]=[CH:21][C:16]([NH:15][C:5]3[CH:6]=[C:7]([O:13][CH3:14])[C:8]([N+:10]([O-:12])=[O:11])=[CH:9][C:4]=3[C:3]([OH:33])=[O:2])=[CH:17][CH:18]=2)[CH:30]=[CH:29][C:28]=1[Cl:31], predict the reactants needed to synthesize it. The reactants are: C[O:2][C:3](=[O:33])[C:4]1[CH:9]=[C:8]([N+:10]([O-:12])=[O:11])[C:7]([O:13][CH3:14])=[CH:6][C:5]=1[NH:15][C:16]1[CH:21]=[CH:20][C:19]([CH2:22][CH2:23][CH2:24][C:25]2[CH:30]=[CH:29][C:28]([Cl:31])=[C:27]([Cl:32])[CH:26]=2)=[CH:18][CH:17]=1.